Task: Predict the reactants needed to synthesize the given product.. Dataset: Full USPTO retrosynthesis dataset with 1.9M reactions from patents (1976-2016) (1) Given the product [F:28][C:27]([F:29])([F:30])[C:24]1[CH:25]=[CH:26][C:21]([CH2:20][N:16]2[C:15](=[O:18])[N:4]3[CH:5]=[CH:6][C:7]([C:8]4[CH:9]=[CH:10][C:11]([CH3:14])=[CH:12][CH:13]=4)=[C:2]([Cl:1])[C:3]3=[N:17]2)=[CH:22][CH:23]=1, predict the reactants needed to synthesize it. The reactants are: [Cl:1][C:2]1[C:3]2[N:4]([C:15](=[O:18])[NH:16][N:17]=2)[CH:5]=[CH:6][C:7]=1[C:8]1[CH:13]=[CH:12][C:11]([CH3:14])=[CH:10][CH:9]=1.Br[CH2:20][C:21]1[CH:26]=[CH:25][C:24]([C:27]([F:30])([F:29])[F:28])=[CH:23][CH:22]=1.C([O-])([O-])=O.[K+].[K+]. (2) The reactants are: [Br:1][C:2]1[CH:9]=[CH:8][C:7]([OH:10])=[CH:6][C:3]=1[CH:4]=[O:5].CN(C=O)C.I[CH2:17][CH3:18]. Given the product [Br:1][C:2]1[CH:9]=[CH:8][C:7]([O:10][CH2:17][CH3:18])=[CH:6][C:3]=1[CH:4]=[O:5], predict the reactants needed to synthesize it.